Dataset: Acute oral toxicity (LD50) regression data from Zhu et al.. Task: Regression/Classification. Given a drug SMILES string, predict its toxicity properties. Task type varies by dataset: regression for continuous values (e.g., LD50, hERG inhibition percentage) or binary classification for toxic/non-toxic outcomes (e.g., AMES mutagenicity, cardiotoxicity, hepatotoxicity). Dataset: ld50_zhu. The compound is CC1C2CCC(C2)C1CN(CCO)C(=O)c1ccc(Cl)cc1. The rat oral LD50 is 1.85, given as -log10 of the dose in mol/kg body weight (higher means more acutely toxic).